Dataset: Forward reaction prediction with 1.9M reactions from USPTO patents (1976-2016). Task: Predict the product of the given reaction. (1) Given the reactants [Cl:1][C:2]1[CH:3]=[C:4]([C@@H:8]2[C@@H:13]([C:14]3[CH:19]=[CH:18][C:17]([Cl:20])=[CH:16][CH:15]=3)[N:12]([C@@H:21]([CH2:27][CH3:28])[C:22]([O:24][CH2:25][CH3:26])=[O:23])[C:11](=[O:29])[C@@H:10]([CH2:30][C:31]([OH:33])=[O:32])[CH2:9]2)[CH:5]=[CH:6][CH:7]=1.S(=O)(=O)(O)O.[CH3:39][C:40](=[CH2:42])[CH3:41], predict the reaction product. The product is: [C:40]([O:32][C:31](=[O:33])[CH2:30][C@H:10]1[CH2:9][C@H:8]([C:4]2[CH:5]=[CH:6][CH:7]=[C:2]([Cl:1])[CH:3]=2)[C@@H:13]([C:14]2[CH:15]=[CH:16][C:17]([Cl:20])=[CH:18][CH:19]=2)[N:12]([C@@H:21]([CH2:27][CH3:28])[C:22]([O:24][CH2:25][CH3:26])=[O:23])[C:11]1=[O:29])([CH3:42])([CH3:41])[CH3:39]. (2) Given the reactants [CH3:1][O:2][C:3]1[C:4]([CH2:18][OH:19])([CH2:13][CH2:14][CH:15]([CH3:17])[CH3:16])[C:5]2[C:10]([CH2:11][CH:12]=1)=[CH:9][CH:8]=[CH:7][CH:6]=2.C(N(CC)CC)C.[CH:27]([N:30]=[C:31]=[O:32])([CH3:29])[CH3:28], predict the reaction product. The product is: [CH:27]([NH:30][C:31](=[O:32])[O:19][CH2:18][C:4]1([CH2:13][CH2:14][CH:15]([CH3:16])[CH3:17])[C:5]2[C:10](=[CH:9][CH:8]=[CH:7][CH:6]=2)[CH2:11][CH:12]=[C:3]1[O:2][CH3:1])([CH3:29])[CH3:28]. (3) Given the reactants Cl.[CH2:2]([NH2:5])[CH2:3][NH2:4].[C:6]([C:9]1O[CH:11]=[CH:12][CH:13]=1)(=O)[CH3:7].C([O-])([O-])=O.[K+].[K+], predict the reaction product. The product is: [CH3:7][C:6]1[C:9]2[N:4]([CH:11]=[CH:12][CH:13]=2)[CH2:3][CH2:2][N:5]=1. (4) The product is: [Cl:19][C:16]1[CH:17]=[CH:18][C:13]([N:6]2[C:7]3[CH:12]=[CH:11][CH:10]=[CH:9][C:8]=3[N:4]([CH2:3][CH2:2][NH:23][CH3:22])[S:5]2(=[O:21])=[O:20])=[CH:14][CH:15]=1. Given the reactants Br[CH2:2][CH2:3][N:4]1[C:8]2[CH:9]=[CH:10][CH:11]=[CH:12][C:7]=2[N:6]([C:13]2[CH:18]=[CH:17][C:16]([Cl:19])=[CH:15][CH:14]=2)[S:5]1(=[O:21])=[O:20].[CH3:22][NH2:23], predict the reaction product. (5) Given the reactants Cl[C:2]1[CH:3]=[C:4]2[N:11]([CH3:12])[C@H:10]([CH3:13])[CH2:9][N:5]2[C:6](=[O:8])[N:7]=1.[F:14][C:15]1[CH:16]=[C:17]([CH2:32][OH:33])[CH:18]=[CH:19][C:20]=1[O:21][C:22]1[CH:23]=[N:24][C:25]([C:28]([F:31])([F:30])[F:29])=[CH:26][CH:27]=1, predict the reaction product. The product is: [F:14][C:15]1[CH:16]=[C:17]([CH:18]=[CH:19][C:20]=1[O:21][C:22]1[CH:23]=[N:24][C:25]([C:28]([F:31])([F:29])[F:30])=[CH:26][CH:27]=1)[CH2:32][O:33][C:2]1[CH:3]=[C:4]2[N:11]([CH3:12])[C@H:10]([CH3:13])[CH2:9][N:5]2[C:6](=[O:8])[N:7]=1. (6) The product is: [F:42][C:39]([F:40])([F:41])[C:31]1[CH:30]=[C:29]([CH:34]=[C:33]([C:35]([F:36])([F:38])[F:37])[CH:32]=1)[CH2:28][N:21]([C:22]1[O:26][N:25]=[C:24]([CH3:27])[CH:23]=1)[CH:17]1[CH2:18][CH2:19][CH2:20][N:14]([CH2:13][CH:10]2[CH2:9][CH2:8][CH:7]([CH2:6][C:5]([OH:52])=[O:4])[CH2:12][CH2:11]2)[C:15]2[CH:46]=[C:45]([C:47]([F:49])([F:48])[F:50])[C:44]([CH3:51])=[CH:43][C:16]1=2. Given the reactants [OH-].[Na+].C[O:4][C:5](=[O:52])[CH2:6][CH:7]1[CH2:12][CH2:11][CH:10]([CH2:13][N:14]2[CH2:20][CH2:19][CH2:18][CH:17]([N:21]([CH2:28][C:29]3[CH:34]=[C:33]([C:35]([F:38])([F:37])[F:36])[CH:32]=[C:31]([C:39]([F:42])([F:41])[F:40])[CH:30]=3)[C:22]3[O:26][N:25]=[C:24]([CH3:27])[CH:23]=3)[C:16]3[CH:43]=[C:44]([CH3:51])[C:45]([C:47]([F:50])([F:49])[F:48])=[CH:46][C:15]2=3)[CH2:9][CH2:8]1.Cl, predict the reaction product. (7) Given the reactants Cl.CCOCC.[O:7]1[C:11]2[CH:12]=[CH:13][C:14]([C:16]3([C:19]([NH:21][C:22]4[S:23][C:24]([CH:27]([C:34]5[CH:39]=[CH:38][CH:37]=[CH:36][C:35]=5[Cl:40])[N:28]5[CH2:32][CH2:31][C@@H:30]([OH:33])[CH2:29]5)=[CH:25][N:26]=4)=[O:20])[CH2:18][CH2:17]3)=[CH:15][C:10]=2[O:9][CH2:8]1, predict the reaction product. The product is: [ClH:40].[O:7]1[C:11]2[CH:12]=[CH:13][C:14]([C:16]3([C:19]([NH:21][C:22]4[S:23][C:24]([CH:27]([C:34]5[CH:39]=[CH:38][CH:37]=[CH:36][C:35]=5[Cl:40])[N:28]5[CH2:32][CH2:31][C@@H:30]([OH:33])[CH2:29]5)=[CH:25][N:26]=4)=[O:20])[CH2:18][CH2:17]3)=[CH:15][C:10]=2[O:9][CH2:8]1. (8) Given the reactants [Cl:1][C:2]1[CH:3]=[C:4]2[C:9](=[CH:10][C:11]=1[O:12][C:13]1[CH:18]=[CH:17][C:16]([C:19](=[O:32])[NH:20][C:21]3[S:22][C:23]([C:26]4[CH:31]=[CH:30][CH:29]=[CH:28][CH:27]=4)=[N:24][N:25]=3)=[CH:15][CH:14]=1)[O:8][CH2:7][CH2:6][CH:5]2[C:33]([O:35]CC)=[O:34].[OH-].[Na+].C(O)C, predict the reaction product. The product is: [Cl:1][C:2]1[CH:3]=[C:4]2[C:9](=[CH:10][C:11]=1[O:12][C:13]1[CH:14]=[CH:15][C:16]([C:19](=[O:32])[NH:20][C:21]3[S:22][C:23]([C:26]4[CH:31]=[CH:30][CH:29]=[CH:28][CH:27]=4)=[N:24][N:25]=3)=[CH:17][CH:18]=1)[O:8][CH2:7][CH2:6][CH:5]2[C:33]([OH:35])=[O:34]. (9) Given the reactants FC1C=C(C)C=CC=1[N+]([O-])=[O:9].N1[CH2:17][CH2:16][O:15][CH2:14][CH2:13]1.[H][H].ClC[C:22]([O:24][C:25](=O)[CH2:26]Cl)=[O:23].[OH-].C1[CH2:34][O:33][CH2:32][CH2:31]1, predict the reaction product. The product is: [CH2:14]([O:15][CH:16]=[C:17]([C:34]([O:33][CH2:32][CH3:31])=[O:9])[C:22]([O:24][CH2:25][CH3:26])=[O:23])[CH3:13]. (10) Given the reactants [NH2:1][C:2]1[CH:3]=[CH:4][C:5]([OH:25])=[C:6]([CH:24]=1)[C:7]([NH:9][C:10]1[CH:15]=[C:14]([C:16]([F:19])([F:18])[F:17])[CH:13]=[C:12]([C:20]([F:23])([F:22])[F:21])[CH:11]=1)=[O:8].[C:26]1([N:32]=[C:33]=[S:34])[CH:31]=[CH:30][CH:29]=[CH:28][CH:27]=1, predict the reaction product. The product is: [F:23][C:20]([F:21])([F:22])[C:12]1[CH:11]=[C:10]([NH:9][C:7](=[O:8])[C:6]2[CH:24]=[C:2]([NH:1][C:33]([NH:32][C:26]3[CH:31]=[CH:30][CH:29]=[CH:28][CH:27]=3)=[S:34])[CH:3]=[CH:4][C:5]=2[OH:25])[CH:15]=[C:14]([C:16]([F:17])([F:18])[F:19])[CH:13]=1.